This data is from Peptide-MHC class I binding affinity with 185,985 pairs from IEDB/IMGT. The task is: Regression. Given a peptide amino acid sequence and an MHC pseudo amino acid sequence, predict their binding affinity value. This is MHC class I binding data. (1) The peptide sequence is TLQGPPGTGK. The MHC is HLA-A03:01 with pseudo-sequence HLA-A03:01. The binding affinity (normalized) is 0.479. (2) The MHC is HLA-A02:01 with pseudo-sequence HLA-A02:01. The binding affinity (normalized) is 0. The peptide sequence is VPVWKEATTTL. (3) The peptide sequence is AVMFFPFWF. The MHC is HLA-B35:01 with pseudo-sequence HLA-B35:01. The binding affinity (normalized) is 0.313. (4) The peptide sequence is KLFIRQEEV. The MHC is HLA-B40:01 with pseudo-sequence HLA-B40:01. The binding affinity (normalized) is 0.0847. (5) The peptide sequence is RRTPKKAKA. The MHC is Mamu-B03 with pseudo-sequence Mamu-B03. The binding affinity (normalized) is 0.367. (6) The binding affinity (normalized) is 0.713. The MHC is HLA-A02:17 with pseudo-sequence HLA-A02:17. The peptide sequence is KLVMAFIAFL.